From a dataset of NCI-60 drug combinations with 297,098 pairs across 59 cell lines. Regression. Given two drug SMILES strings and cell line genomic features, predict the synergy score measuring deviation from expected non-interaction effect. (1) Synergy scores: CSS=21.4, Synergy_ZIP=-0.700, Synergy_Bliss=4.63, Synergy_Loewe=-11.5, Synergy_HSA=1.66. Drug 2: C(=O)(N)NO. Drug 1: COC1=CC(=CC(=C1O)OC)C2C3C(COC3=O)C(C4=CC5=C(C=C24)OCO5)OC6C(C(C7C(O6)COC(O7)C8=CC=CS8)O)O. Cell line: SK-MEL-5. (2) Drug 2: CC1=C(C(=O)C2=C(C1=O)N3CC4C(C3(C2COC(=O)N)OC)N4)N. Cell line: RPMI-8226. Drug 1: CC=C1C(=O)NC(C(=O)OC2CC(=O)NC(C(=O)NC(CSSCCC=C2)C(=O)N1)C(C)C)C(C)C. Synergy scores: CSS=74.8, Synergy_ZIP=0.698, Synergy_Bliss=0.259, Synergy_Loewe=-7.43, Synergy_HSA=4.31. (3) Drug 1: CCCCC(=O)OCC(=O)C1(CC(C2=C(C1)C(=C3C(=C2O)C(=O)C4=C(C3=O)C=CC=C4OC)O)OC5CC(C(C(O5)C)O)NC(=O)C(F)(F)F)O. Drug 2: B(C(CC(C)C)NC(=O)C(CC1=CC=CC=C1)NC(=O)C2=NC=CN=C2)(O)O. Cell line: U251. Synergy scores: CSS=76.7, Synergy_ZIP=5.37, Synergy_Bliss=4.61, Synergy_Loewe=1.23, Synergy_HSA=6.29. (4) Drug 1: CS(=O)(=O)CCNCC1=CC=C(O1)C2=CC3=C(C=C2)N=CN=C3NC4=CC(=C(C=C4)OCC5=CC(=CC=C5)F)Cl. Drug 2: C1=NC2=C(N1)C(=S)N=CN2. Cell line: HL-60(TB). Synergy scores: CSS=50.2, Synergy_ZIP=-10.7, Synergy_Bliss=-20.2, Synergy_Loewe=-20.0, Synergy_HSA=-16.6. (5) Drug 1: CC1=C(C(=O)C2=C(C1=O)N3CC4C(C3(C2COC(=O)N)OC)N4)N. Drug 2: C1CCC(C(C1)N)N.C(=O)(C(=O)[O-])[O-].[Pt+4]. Cell line: SK-MEL-5. Synergy scores: CSS=6.10, Synergy_ZIP=-10.4, Synergy_Bliss=-19.0, Synergy_Loewe=-17.1, Synergy_HSA=-16.2.